Dataset: Reaction yield outcomes from USPTO patents with 853,638 reactions. Task: Predict the reaction yield, written as a fraction of the theoretical maximum amount of product (1.0 means a 100% yield; for example, 0.34 means a 34% yield). (1) The reactants are CC1C=CC(S(O[CH2:12][CH2:13][C:14]#[C:15][Si:16]([CH3:19])([CH3:18])[CH3:17])(=O)=O)=CC=1.[N-:20]=[N+:21]=[N-:22].[Na+]. The catalyst is CN(C=O)C. The product is [N:20]([CH2:12][CH2:13][C:14]#[C:15][Si:16]([CH3:19])([CH3:18])[CH3:17])=[N+:21]=[N-:22]. The yield is 0.900. (2) The reactants are [CH:1]([C:3]1[C@H:12]([CH2:13][O:14][Si:15]([CH:22]([CH3:24])[CH3:23])([CH:19]([CH3:21])[CH3:20])[CH:16]([CH3:18])[CH3:17])[C@@H:11]([OH:25])[C:10]2[C:5](=[CH:6][C:7]3[O:28][CH2:27][O:26][C:8]=3[CH:9]=2)[CH:4]=1)=[O:2].N1[CH:33]=[CH:32]N=C1.[O-]Cl=O.[Na+].[OH2:38]. The catalyst is CN(C=O)C. The product is [CH2:27]1[O:28][C:7]2[CH:6]=[C:5]3[C:10]([C@H:11]([O:25][Si:15]([CH2:32][CH3:33])([CH2:19][CH3:20])[CH2:16][CH3:17])[C@@H:12]([CH2:13][O:14][Si:15]([CH:16]([CH3:18])[CH3:17])([CH:22]([CH3:24])[CH3:23])[CH:19]([CH3:20])[CH3:21])[C:3]([C:1]([OH:38])=[O:2])=[CH:4]3)=[CH:9][C:8]=2[O:26]1. The yield is 0.850. (3) The reactants are C([N:8]1[CH:13]2[CH2:14][CH2:15][CH:9]1[CH2:10][C:11]([C:17]1[CH:22]=[CH:21][CH:20]=[CH:19][C:18]=1[Cl:23])([OH:16])[CH2:12]2)C1C=CC=CC=1.ClC(OC(Cl)=O)C. The catalyst is CO. The product is [Cl:23][C:18]1[CH:19]=[CH:20][CH:21]=[CH:22][C:17]=1[C:11]1([OH:16])[CH2:10][CH:9]2[NH:8][CH:13]([CH2:14][CH2:15]2)[CH2:12]1. The yield is 0.560. (4) The reactants are Cl[C:2]1[C:7]2[NH:8][C:9]3[C:14]([C:6]=2[C:5]([C:16]2[CH:21]=[CH:20][CH:19]=[C:18]([S:22]([CH2:25][CH3:26])(=[O:24])=[O:23])[CH:17]=2)=[CH:4][N:3]=1)=[CH:13][C:12]([CH3:15])=[CH:11][N:10]=3.[O-:27][CH2:28][CH3:29].[Na+]. The catalyst is C(O)C. The product is [CH2:25]([S:22]([C:18]1[CH:17]=[C:16]([C:5]2[C:6]3[C:14]4[CH:13]=[C:12]([CH3:15])[CH:11]=[N:10][C:9]=4[NH:8][C:7]=3[C:2]([O:27][CH2:28][CH3:29])=[N:3][CH:4]=2)[CH:21]=[CH:20][CH:19]=1)(=[O:24])=[O:23])[CH3:26]. The yield is 0.780. (5) The reactants are Br[C:2]1[N:6]([S:7]([C:10]2[CH:15]=[CH:14][CH:13]=[C:12]([S:16]([CH3:19])(=[O:18])=[O:17])[CH:11]=2)(=[O:9])=[O:8])[CH:5]=[C:4]([CH2:20][N:21]([CH3:29])[C:22](=[O:28])[O:23][C:24]([CH3:27])([CH3:26])[CH3:25])[CH:3]=1.[S:30]1[CH:34]=[CH:33][C:32](B(O)O)=[CH:31]1.C(=O)([O-])[O-].[Na+].[Na+]. The catalyst is C1C=CC([P]([Pd]([P](C2C=CC=CC=2)(C2C=CC=CC=2)C2C=CC=CC=2)([P](C2C=CC=CC=2)(C2C=CC=CC=2)C2C=CC=CC=2)[P](C2C=CC=CC=2)(C2C=CC=CC=2)C2C=CC=CC=2)(C2C=CC=CC=2)C2C=CC=CC=2)=CC=1. The product is [CH3:29][N:21]([CH2:20][C:4]1[CH:3]=[C:2]([C:32]2[CH:33]=[CH:34][S:30][CH:31]=2)[N:6]([S:7]([C:10]2[CH:15]=[CH:14][CH:13]=[C:12]([S:16]([CH3:19])(=[O:18])=[O:17])[CH:11]=2)(=[O:9])=[O:8])[CH:5]=1)[C:22](=[O:28])[O:23][C:24]([CH3:27])([CH3:26])[CH3:25]. The yield is 0.690. (6) The product is [F:22][C:23]1[CH:28]=[CH:27][C:26]([C:29]([F:32])([F:31])[F:30])=[CH:25][C:24]=1[NH:33][C:34]([NH:1][C:2]1[CH:19]=[CH:18][C:5]([O:6][C:7]2[C:12]3[N:13]=[CH:14][C:15](=[O:17])[NH:16][C:11]=3[N:10]=[CH:9][CH:8]=2)=[CH:4][C:3]=1[S:20][CH3:21])=[O:35]. No catalyst specified. The yield is 0.620. The reactants are [NH2:1][C:2]1[CH:19]=[CH:18][C:5]([O:6][C:7]2[C:12]3[N:13]=[CH:14][C:15](=[O:17])[NH:16][C:11]=3[N:10]=[CH:9][CH:8]=2)=[CH:4][C:3]=1[S:20][CH3:21].[F:22][C:23]1[CH:28]=[CH:27][C:26]([C:29]([F:32])([F:31])[F:30])=[CH:25][C:24]=1[N:33]=[C:34]=[O:35].